The task is: Predict which catalyst facilitates the given reaction.. This data is from Catalyst prediction with 721,799 reactions and 888 catalyst types from USPTO. Reactant: [Br:1][C:2]1[C:7]([CH3:8])=[CH:6][C:5](Br)=[CH:4][N:3]=1.C([Mg]Cl)(C)C.[CH:15](N1CCOCC1)=[O:16].O. Product: [Br:1][C:2]1[C:7]([CH3:8])=[CH:6][C:5]([CH:15]=[O:16])=[CH:4][N:3]=1. The catalyst class is: 7.